From a dataset of hERG potassium channel inhibition data for cardiac toxicity prediction from Karim et al.. Regression/Classification. Given a drug SMILES string, predict its toxicity properties. Task type varies by dataset: regression for continuous values (e.g., LD50, hERG inhibition percentage) or binary classification for toxic/non-toxic outcomes (e.g., AMES mutagenicity, cardiotoxicity, hepatotoxicity). Dataset: herg_karim. (1) The drug is COc1cc2c(cc1F)ncc(=O)n2C[C@H](N)[C@H]1CC[C@H](NCc2ncc3c(n2)NC(=O)CO3)CC1. The result is 0 (non-blocker). (2) The drug is COc1cc(-c2cn(Cc3cccc(F)c3)nn2)ccc1-n1cnc(C)c1. The result is 1 (blocker).